Dataset: Forward reaction prediction with 1.9M reactions from USPTO patents (1976-2016). Task: Predict the product of the given reaction. (1) Given the reactants [C:1]([O:5][C:6]([N:8]1[CH2:13][CH2:12][N:11]2[C:14](=[O:23])[N:15]([CH2:18][C:19]([F:22])([F:21])[F:20])[C:16](=[O:17])[CH:10]2[CH2:9]1)=[O:7])([CH3:4])([CH3:3])[CH3:2].C[Si]([N-][Si](C)(C)C)(C)C.[K+].[N:34]1[CH:39]=[CH:38][CH:37]=[CH:36][C:35]=1[CH2:40]Cl.Cl.N12CCN(CC1)CC2.C([O-])([O-])=O.[K+].[K+], predict the reaction product. The product is: [C:1]([O:5][C:6]([N:8]1[CH2:13][CH2:12][N:11]2[C:14](=[O:23])[N:15]([CH2:18][C:19]([F:21])([F:22])[F:20])[C:16](=[O:17])[C:10]2([CH2:40][C:35]2[CH:36]=[CH:37][CH:38]=[CH:39][N:34]=2)[CH2:9]1)=[O:7])([CH3:4])([CH3:2])[CH3:3]. (2) Given the reactants [CH2:1]([N:3]([CH3:14])[C:4]1[CH:5]=[C:6]2[C:10](=[CH:11][CH:12]=1)[C:9](=[O:13])[NH:8][CH2:7]2)[CH3:2].[C:15]([O:18][CH2:19][C:20]1[C:25]([Br:26])=[CH:24][CH:23]=[CH:22][C:21]=1Br)(=[O:17])[CH3:16].C(=O)([O-])[O-].[Cs+].[Cs+].CNCCNC, predict the reaction product. The product is: [C:15]([O:18][CH2:19][C:20]1[C:21]([N:8]2[CH2:7][C:6]3[C:10](=[CH:11][CH:12]=[C:4]([N:3]([CH2:1][CH3:2])[CH3:14])[CH:5]=3)[C:9]2=[O:13])=[CH:22][CH:23]=[CH:24][C:25]=1[Br:26])(=[O:17])[CH3:16]. (3) The product is: [F:75][C:69]1[C:70]([F:74])=[CH:71][CH:72]=[CH:73][C:68]=1[CH2:67][S:66][C:60]1[N:59]=[C:58]([NH:1][S:2]([N:5]2[CH2:8][CH:7]([NH:9][C:10](=[O:16])[O:11][C:12]([CH3:13])([CH3:15])[CH3:14])[CH2:6]2)(=[O:4])=[O:3])[CH:63]=[C:62]([O:64][CH3:65])[N:61]=1. Given the reactants [NH2:1][S:2]([N:5]1[CH2:8][CH:7]([NH:9][C:10](=[O:16])[O:11][C:12]([CH3:15])([CH3:14])[CH3:13])[CH2:6]1)(=[O:4])=[O:3].C1(P(C2CCCCC2)C2C=CC=CC=2C2C(C(C)C)=CC(C(C)C)=CC=2C(C)C)CCCCC1.C(=O)([O-])[O-].[Cs+].[Cs+].Cl[C:58]1[CH:63]=[C:62]([O:64][CH3:65])[N:61]=[C:60]([S:66][CH2:67][C:68]2[CH:73]=[CH:72][CH:71]=[C:70]([F:74])[C:69]=2[F:75])[N:59]=1.[Cl-].[NH4+], predict the reaction product. (4) Given the reactants [F:1][C:2]1[CH:11]=[C:10]([F:12])[CH:9]=[C:8]2[C:3]=1[CH2:4][CH2:5][C:6](=O)[CH2:7]2.C(C1SC(N[C:23](=[O:29])[C@@H:24]([NH2:28])[CH2:25][CH2:26][CH3:27])=NC=1)(C)C.C(O[BH-](OC(=O)C)OC(=O)C)(=[O:32])C.[Na+].C(O)(=O)C, predict the reaction product. The product is: [F:1][C:2]1[CH:11]=[C:10]([F:12])[CH:9]=[C:8]2[C:3]=1[CH2:4][CH2:5][CH:6]([NH:28][C@@H:24]([CH2:25][CH2:26][CH3:27])[C:23]([OH:29])=[O:32])[CH2:7]2. (5) Given the reactants [NH2:1][C:2]1[C:6]2[CH:7]=[N:8][C:9]3[CH:10]=[C:11]([O:16][CH3:17])[C:12]([OH:15])=[CH:13][C:14]=3[C:5]=2[S:4][C:3]=1[C:18]([O-:20])=[O:19].Cl[CH2:22][CH2:23][CH2:24][N:25]1[CH2:30][CH2:29][O:28][CH2:27][CH2:26]1.[C:31]([O-])([O-])=O.[K+].[K+], predict the reaction product. The product is: [NH2:1][C:2]1[C:6]2[CH:7]=[N:8][C:9]3[CH:10]=[C:11]([O:16][CH3:17])[C:12]([O:15][CH2:22][CH2:23][CH2:24][N:25]4[CH2:30][CH2:29][O:28][CH2:27][CH2:26]4)=[CH:13][C:14]=3[C:5]=2[S:4][C:3]=1[C:18]([O:20][CH3:31])=[O:19]. (6) Given the reactants ClCCl.[CH:4]1([NH:7][C:8](=[O:26])[C:9]2[CH:14]=[CH:13][C:12]([C:15]3[N:19]4[CH:20]=[CH:21][N:22]=[C:23]([S:24][CH3:25])[C:18]4=[N:17][CH:16]=3)=[CH:11][CH:10]=2)[CH2:6][CH2:5]1.C1C=C(Cl)C=C(C(OO)=[O:35])C=1.[OH2:38], predict the reaction product. The product is: [CH:4]1([NH:7][C:8](=[O:26])[C:9]2[CH:14]=[CH:13][C:12]([C:15]3[N:19]4[CH:20]=[CH:21][N:22]=[C:23]([S:24]([CH3:25])(=[O:35])=[O:38])[C:18]4=[N:17][CH:16]=3)=[CH:11][CH:10]=2)[CH2:5][CH2:6]1. (7) Given the reactants [F:1][C:2]1[CH:7]=[CH:6][CH:5]=[CH:4][C:3]=1[C:8]([C:10]1[CH:15]=[CH:14][C:13]([OH:16])=[CH:12][CH:11]=1)=[O:9].[CH2:17](Br)[C:18]1[CH:23]=[CH:22][CH:21]=[CH:20][CH:19]=1.C(=O)([O-])[O-].[K+].[K+].CCOC(C)=O, predict the reaction product. The product is: [CH2:17]([O:16][C:13]1[CH:12]=[CH:11][C:10]([C:8]([C:3]2[CH:4]=[CH:5][CH:6]=[CH:7][C:2]=2[F:1])=[O:9])=[CH:15][CH:14]=1)[C:18]1[CH:23]=[CH:22][CH:21]=[CH:20][CH:19]=1.